This data is from Full USPTO retrosynthesis dataset with 1.9M reactions from patents (1976-2016). The task is: Predict the reactants needed to synthesize the given product. Given the product [Cl:1][C:2]1[CH:17]=[CH:16][C:5]2[N:6]([CH2:12][CH:13]3[CH2:14][CH2:15]3)[CH2:7][NH:8][S:9](=[O:11])(=[O:10])[C:4]=2[CH:3]=1, predict the reactants needed to synthesize it. The reactants are: [Cl:1][C:2]1[CH:17]=[CH:16][C:5]2[N:6]([CH2:12][CH:13]3[CH2:15][CH2:14]3)[CH:7]=[N:8][S:9](=[O:11])(=[O:10])[C:4]=2[CH:3]=1.[BH4-].[Na+].